Dataset: Reaction yield outcomes from USPTO patents with 853,638 reactions. Task: Predict the reaction yield, written as a fraction of the theoretical maximum amount of product (1.0 means a 100% yield; for example, 0.34 means a 34% yield). (1) The product is [CH:14]1[CH:13]=[N:12][CH:11]=[C:10]2[CH2:9][O:8][C:6]3[CH:7]=[C:2]([O:16][CH2:17][C@@H:18]([N:23]4[C:24](=[O:33])[C:25]5[C:30](=[CH:29][CH:28]=[CH:27][CH:26]=5)[C:31]4=[O:32])[CH2:19][CH:20]([CH3:22])[CH3:21])[CH:3]=[CH:4][C:5]=3[C:15]=12. The catalyst is C1(C)C=CC=CC=1.C([O-])(=O)C.[Pd+2].C([O-])(=O)C. The yield is 1.00. The reactants are Cl[C:2]1[CH:3]=[CH:4][C:5]2[C:15]3[C:10](=[CH:11][N:12]=[CH:13][CH:14]=3)[CH2:9][O:8][C:6]=2[CH:7]=1.[OH:16][CH2:17][C@@H:18]([N:23]1[C:31](=[O:32])[C:30]2[C:25](=[CH:26][CH:27]=[CH:28][CH:29]=2)[C:24]1=[O:33])[CH2:19][CH:20]([CH3:22])[CH3:21].C(P(C(C)(C)C)C1C=CC=CC=1C1C(C(C)C)=CC(C(C)C)=CC=1C(C)C)(C)(C)C.C(=O)([O-])[O-].[Cs+].[Cs+]. (2) The reactants are [H-].[Na+].[Cl:3][C:4]1[C:12]2[N:11]=[C:10]3[N:13]([C:17]4[CH:22]=[CH:21][C:20]([Cl:23])=[CH:19][C:18]=4[Cl:24])[CH2:14][CH2:15][CH2:16][N:9]3[C:8]=2[C:7]([C:25]([OH:28])([CH3:27])[CH3:26])=[CH:6][CH:5]=1.[CH3:29]I. The catalyst is CN(C)C=O.O. The product is [Cl:3][C:4]1[C:12]2[N:11]=[C:10]3[N:13]([C:17]4[CH:22]=[CH:21][C:20]([Cl:23])=[CH:19][C:18]=4[Cl:24])[CH2:14][CH2:15][CH2:16][N:9]3[C:8]=2[C:7]([C:25]([O:28][CH3:29])([CH3:26])[CH3:27])=[CH:6][CH:5]=1. The yield is 0.860. (3) No catalyst specified. The product is [OH:42][C:24]([C:20]1[CH:21]=[CH:22][CH:23]=[C:18]([NH:17][C:15](=[O:16])[C:14]2[CH:13]=[CH:12][C:11]([O:10][CH2:9][CH2:8][CH2:7][CH2:6][CH:2]=[O:1])=[CH:44][CH:43]=2)[CH:19]=1)([C:36]1[CH:37]=[CH:38][CH:39]=[CH:40][CH:41]=1)[C:25]([O:27][C@@H:28]1[CH:33]2[CH2:32][CH2:31][N:30]([CH2:35][CH2:34]2)[CH2:29]1)=[O:26]. The yield is 0.770. The reactants are [O:1]1CCO[CH:2]1[CH2:6][CH2:7][CH2:8][CH2:9][O:10][C:11]1[CH:44]=[CH:43][C:14]([C:15]([NH:17][C:18]2[CH:19]=[C:20]([C:24]([OH:42])([C:36]3[CH:41]=[CH:40][CH:39]=[CH:38][CH:37]=3)[C:25]([O:27][C@@H:28]3[CH:33]4[CH2:34][CH2:35][N:30]([CH2:31][CH2:32]4)[CH2:29]3)=[O:26])[CH:21]=[CH:22][CH:23]=2)=[O:16])=[CH:13][CH:12]=1.C(#N)C.C([O-])(O)=O.[Na+].